From a dataset of Forward reaction prediction with 1.9M reactions from USPTO patents (1976-2016). Predict the product of the given reaction. (1) Given the reactants [CH3:1][C:2]1[N:3]=[CH:4][N:5]([C:8]2[CH:13]=[CH:12][CH:11]=[C:10]([N+:14]([O-])=O)[CH:9]=2)[C:6]=1[CH3:7], predict the reaction product. The product is: [CH3:1][C:2]1[N:3]=[CH:4][N:5]([C:8]2[CH:9]=[C:10]([CH:11]=[CH:12][CH:13]=2)[NH2:14])[C:6]=1[CH3:7]. (2) The product is: [CH2:1]([CH:3]([CH2:17][CH3:18])[CH2:4][N:5]1[C:6]2[N:16]=[CH:15][CH:14]=[CH:13][C:7]=2[C:8](=[O:9])[O:10][C:11]1=[O:19])[CH3:2]. Given the reactants [CH2:1]([CH:3]([CH2:17][CH3:18])[CH2:4][NH:5][C:6]1[N:16]=[CH:15][CH:14]=[CH:13][C:7]=1[C:8]([O:10][CH2:11]C)=[O:9])[CH3:2].[O:19]=C(Cl)OC(Cl)(Cl)Cl, predict the reaction product. (3) Given the reactants [CH3:1][O:2][C:3]1[CH:4]=[C:5]2[C:10](=[CH:11][CH:12]=1)[C:9]([O:13][C:14]1[CH:19]=[CH:18][C:17]([O:20][CH2:21][CH2:22][N:23]3[CH2:28][CH2:27][CH2:26][CH2:25][CH2:24]3)=[CH:16][CH:15]=1)=[C:8]([C:29]1[CH:30]=[C:31]3[C:35](=[CH:36][CH:37]=1)[C:34](=[O:38])[NH:33][CH2:32]3)[CH:7]=[CH:6]2.[ClH:39].C(OCC)C, predict the reaction product. The product is: [ClH:39].[CH3:1][O:2][C:3]1[CH:4]=[C:5]2[C:10](=[CH:11][CH:12]=1)[C:9]([O:13][C:14]1[CH:15]=[CH:16][C:17]([O:20][CH2:21][CH2:22][N:23]3[CH2:28][CH2:27][CH2:26][CH2:25][CH2:24]3)=[CH:18][CH:19]=1)=[C:8]([C:29]1[CH:30]=[C:31]3[C:35](=[CH:36][CH:37]=1)[C:34](=[O:38])[NH:33][CH2:32]3)[CH:7]=[CH:6]2. (4) The product is: [CH2:6]([N:41]([CH2:40][C:5]1[CH:10]=[CH:9][C:8]([NH:11][C:12](=[O:27])[C:13]2[CH:18]=[CH:17][C:16]([CH2:19][N:20]([CH2:21][C:22]3[NH:23][CH:24]=[CH:25][N:26]=3)[CH2:38][C:33]3[C:32]([CH3:31])=[CH:37][CH:36]=[CH:35][N:34]=3)=[CH:15][CH:14]=2)=[CH:7][CH:6]=1)[CH2:7][CH2:8][CH3:9])[CH2:5][CH3:10]. Given the reactants C(N(CCC)[C:5]1[CH:10]=[CH:9][C:8]([NH:11][C:12](=[O:27])[C:13]2[CH:18]=[CH:17][C:16]([CH2:19][NH:20][CH2:21][C:22]3[NH:23][CH:24]=[CH:25][N:26]=3)=[CH:15][CH:14]=2)=[CH:7][CH:6]=1)CC.[CH3:31][C:32]1[C:33]([CH:38]=O)=[N:34][CH:35]=[CH:36][CH:37]=1.[C:40]([BH3-])#[N:41].[Na+].[OH-].[Na+], predict the reaction product. (5) Given the reactants [C:1]([C:3]1[CH:9]=[CH:8][C:6]([NH2:7])=[C:5]([N+:10]([O-:12])=[O:11])[CH:4]=1)#[N:2].Br[C:14]1[CH:19]=[CH:18][CH:17]=[CH:16][N:15]=1.C(=O)([O-])[O-].[K+].[K+], predict the reaction product. The product is: [C:1]([C:3]1[CH:9]=[CH:8][C:6]([NH:7][C:14]2[CH:19]=[CH:18][CH:17]=[CH:16][N:15]=2)=[C:5]([N+:10]([O-:12])=[O:11])[CH:4]=1)#[N:2].